Dataset: Forward reaction prediction with 1.9M reactions from USPTO patents (1976-2016). Task: Predict the product of the given reaction. (1) Given the reactants [CH3:1][O:2][C:3]([C:5]1[C:9]([CH3:10])=[CH:8][NH:7][CH:6]=1)=[O:4].[Cl:11][C:12]([Cl:17])([Cl:16])[C:13](Cl)=[O:14].[Cl-].[Al+3].[Cl-].[Cl-], predict the reaction product. The product is: [CH3:1][O:2][C:3]([C:5]1[C:9]([CH3:10])=[C:8]([C:13](=[O:14])[C:12]([Cl:17])([Cl:16])[Cl:11])[NH:7][CH:6]=1)=[O:4]. (2) Given the reactants [Br:1][CH2:2][CH2:3][CH2:4]Br.C([O-])([O-])=O.[K+].[K+].[OH:12][CH2:13][C:14]1[CH:15]=[C:16]([OH:20])[CH:17]=[CH:18][CH:19]=1.CCOCC, predict the reaction product. The product is: [Br:1][CH2:2][CH2:3][CH2:4][O:20][C:16]1[CH:15]=[C:14]([CH2:13][OH:12])[CH:19]=[CH:18][CH:17]=1. (3) Given the reactants [Cl:1][C:2]1[CH:3]=[N:4][CH:5]=[C:6]([Cl:33])[C:7]=1[NH:8][C:9]([C:11]1[C:16]2[C:17]3[CH2:18][N:19](C(OC(C)(C)C)=O)[CH2:20][CH2:21][C:22]=3[O:23][C:15]=2[C:14]([O:31][CH3:32])=[CH:13][CH:12]=1)=[O:10].Cl, predict the reaction product. The product is: [ClH:1].[Cl:33][C:6]1[CH:5]=[N:4][CH:3]=[C:2]([Cl:1])[C:7]=1[NH:8][C:9]([C:11]1[C:16]2[C:17]3[CH2:18][NH:19][CH2:20][CH2:21][C:22]=3[O:23][C:15]=2[C:14]([O:31][CH3:32])=[CH:13][CH:12]=1)=[O:10]. (4) Given the reactants [Br:1][C:2]1[CH:9]=[CH:8][C:7]([F:10])=[CH:6][C:3]=1[CH:4]=[O:5].[CH3:11][Mg]Cl, predict the reaction product. The product is: [Br:1][C:2]1[CH:9]=[CH:8][C:7]([F:10])=[CH:6][C:3]=1[CH:4]([OH:5])[CH3:11].